Dataset: Catalyst prediction with 721,799 reactions and 888 catalyst types from USPTO. Task: Predict which catalyst facilitates the given reaction. (1) Reactant: [C:1]1([CH3:11])[CH:6]=[CH:5][C:4]([S:7](Cl)(=[O:9])=[O:8])=[CH:3][CH:2]=1.[OH:12]CCOCCOCCOCCO.C(N(CC)CC)C. Product: [C:1]1([CH3:11])[CH:6]=[CH:5][C:4]([S:7]([OH:12])(=[O:9])=[O:8])=[CH:3][CH:2]=1. The catalyst class is: 4. (2) Reactant: [I:1][C:2]1[CH:3]=[C:4]([CH:8]=[CH:9][N:10]=1)[C:5](O)=[O:6].C1C=CC2N(O)N=[N:17][C:15]=2C=1.C(Cl)CCl.CN. Product: [I:1][C:2]1[CH:3]=[C:4]([CH:8]=[CH:9][N:10]=1)[C:5]([NH:17][CH3:15])=[O:6]. The catalyst class is: 3.